The task is: Predict the reaction yield, written as a fraction of the theoretical maximum amount of product (1.0 means a 100% yield; for example, 0.34 means a 34% yield).. This data is from Reaction yield outcomes from USPTO patents with 853,638 reactions. The reactants are [Cl:1][C:2]1[C:11]2[CH2:10][N:9]([C@H:12]([C:23]([CH3:26])([CH3:25])[CH3:24])[C:13]([O:15][CH2:16][C:17]3[CH:22]=[CH:21][CH:20]=[CH:19][CH:18]=3)=[O:14])[C:8](=[O:27])[C:7]3=[CH:28][N:29]([S:30]([C:33]4[CH:39]=[CH:38][C:36]([CH3:37])=[CH:35][CH:34]=4)(=[O:32])=[O:31])[C:5]([C:6]=23)=[N:4][CH:3]=1.[OH-:40].[Na+]. The catalyst is CO.C1COCC1. The product is [CH2:16]([O:15][C:13](=[O:14])[C@H:12]([NH:9][CH2:10][C:11]1[C:2]([Cl:1])=[CH:3][N:4]=[C:5]2[N:29]([S:30]([C:33]3[CH:34]=[CH:35][C:36]([CH3:37])=[CH:38][CH:39]=3)(=[O:32])=[O:31])[CH:28]=[C:7]([C:8]([OH:40])=[O:27])[C:6]=12)[C:23]([CH3:26])([CH3:25])[CH3:24])[C:17]1[CH:18]=[CH:19][CH:20]=[CH:21][CH:22]=1. The yield is 0.389.